This data is from CYP3A4 inhibition data for predicting drug metabolism from PubChem BioAssay. The task is: Regression/Classification. Given a drug SMILES string, predict its absorption, distribution, metabolism, or excretion properties. Task type varies by dataset: regression for continuous measurements (e.g., permeability, clearance, half-life) or binary classification for categorical outcomes (e.g., BBB penetration, CYP inhibition). Dataset: cyp3a4_veith. (1) The molecule is O=C1[C@H]2CC[C@@H]3/C(=N\OC[C@@H](O)COCc4ccco4)C[C@@H](O)[C@@H](O)[C@@H]3[C@@H]2C(=O)N1Cc1ccc2c(c1)OCO2. The result is 1 (inhibitor). (2) The compound is C[C@H](CCC(=O)NCCS(=O)(=O)[O-])[C@@H]1CC[C@H]2[C@H]3[C@@H](O)C[C@H]4C[C@@H](O)CC[C@]4(C)[C@@H]3C[C@@H](O)[C@@]21C.[Na+]. The result is 0 (non-inhibitor). (3) The molecule is NNC(N)=O. The result is 0 (non-inhibitor). (4) The molecule is Cc1ccccc1C(=O)NNC(=O)c1ccoc1C. The result is 0 (non-inhibitor). (5) The compound is COc1ccc(S(=O)(=O)N2CCN(CC(=O)Nc3cc(OC)cc(OC)c3)CC2)cc1. The result is 1 (inhibitor). (6) The compound is O=c1c(-c2ccccc2)nc2cnc(Oc3ccccc3)nc2n1Cc1cccs1. The result is 0 (non-inhibitor).